Dataset: Full USPTO retrosynthesis dataset with 1.9M reactions from patents (1976-2016). Task: Predict the reactants needed to synthesize the given product. (1) Given the product [CH3:40][O:39][C:32]1[CH:33]=[C:34]([O:37][CH3:38])[CH:35]=[CH:36][C:31]=1[CH2:30][N:24]([C:25]1[S:29][N:28]=[CH:27][N:26]=1)[S:21]([C:17]1[CH:16]=[C:15]2[C:20]([C:12]([C:3]3[CH:4]=[CH:5][C:6]([C:8]([F:11])([F:9])[F:10])=[CH:7][C:2]=3[C:45]3[CH:46]=[CH:47][N:42]=[CH:43][CH:44]=3)=[CH:13][N:14]2[CH3:41])=[CH:19][CH:18]=1)(=[O:23])=[O:22], predict the reactants needed to synthesize it. The reactants are: Br[C:2]1[CH:7]=[C:6]([C:8]([F:11])([F:10])[F:9])[CH:5]=[CH:4][C:3]=1[C:12]1[C:20]2[C:15](=[CH:16][C:17]([S:21]([N:24]([CH2:30][C:31]3[CH:36]=[CH:35][C:34]([O:37][CH3:38])=[CH:33][C:32]=3[O:39][CH3:40])[C:25]3[S:29][N:28]=[CH:27][N:26]=3)(=[O:23])=[O:22])=[CH:18][CH:19]=2)[N:14]([CH3:41])[CH:13]=1.[N:42]1[CH:47]=[CH:46][C:45](B(O)O)=[CH:44][CH:43]=1.P([O-])([O-])([O-])=O.[K+].[K+].[K+]. (2) Given the product [F:49][C:38]1[CH:37]=[C:36]([O:35][CH2:34][C:33]2[CH:50]=[CH:51][C:30]([CH2:29][N:10]([CH2:9][CH2:8][C:5]3[CH:6]=[CH:7][C:2]([F:1])=[CH:3][CH:4]=3)[C:11]3[S:12][CH:13]=[C:14]([C:16]4[CH:21]=[CH:20][C:19]([C:22]([F:23])([F:25])[F:24])=[CH:18][CH:17]=4)[N:15]=3)=[CH:31][CH:32]=2)[CH:41]=[CH:40][C:39]=1[CH2:42][CH2:43][C:44]([OH:46])=[O:45], predict the reactants needed to synthesize it. The reactants are: [F:1][C:2]1[CH:7]=[CH:6][C:5]([CH2:8][CH2:9][NH:10][C:11]2[S:12][CH:13]=[C:14]([C:16]3[CH:21]=[CH:20][C:19]([C:22]([F:25])([F:24])[F:23])=[CH:18][CH:17]=3)[N:15]=2)=[CH:4][CH:3]=1.[H-].[Na+].Cl[CH2:29][C:30]1[CH:51]=[CH:50][C:33]([CH2:34][O:35][C:36]2[CH:41]=[CH:40][C:39]([CH2:42][CH2:43][C:44]([O:46]CC)=[O:45])=[C:38]([F:49])[CH:37]=2)=[CH:32][CH:31]=1.Cl.